Dataset: Full USPTO retrosynthesis dataset with 1.9M reactions from patents (1976-2016). Task: Predict the reactants needed to synthesize the given product. The reactants are: [NH2:1][C:2]1[N:10]=[CH:9][N:8]=[C:7]2[C:3]=1[N:4]=[CH:5][N:6]2[C@H:11]1[C@@H:15]2[O:16][C:17]([CH3:20])([CH3:19])[O:18][C@@H:14]2[C@@H:13]([CH2:21][NH:22][CH2:23][CH2:24][CH2:25][NH:26][C:27]([NH:29][C:30]2[CH:35]=[CH:34][C:33]([C:36]([CH3:39])([CH3:38])[CH3:37])=[CH:32][CH:31]=2)=[O:28])[O:12]1.I[CH2:41][CH2:42][OH:43].C([O-])([O-])=O.[K+].[K+]. Given the product [NH2:1][C:2]1[N:10]=[CH:9][N:8]=[C:7]2[C:3]=1[N:4]=[CH:5][N:6]2[C@H:11]1[C@@H:15]2[O:16][C:17]([CH3:19])([CH3:20])[O:18][C@@H:14]2[C@@H:13]([CH2:21][N:22]([CH2:41][CH2:42][OH:43])[CH2:23][CH2:24][CH2:25][NH:26][C:27]([NH:29][C:30]2[CH:35]=[CH:34][C:33]([C:36]([CH3:39])([CH3:38])[CH3:37])=[CH:32][CH:31]=2)=[O:28])[O:12]1, predict the reactants needed to synthesize it.